Dataset: Catalyst prediction with 721,799 reactions and 888 catalyst types from USPTO. Task: Predict which catalyst facilitates the given reaction. (1) The catalyst class is: 11. Product: [Cl:16][C:7]1[N:6]=[C:5]([CH3:9])[C:4]([C:10]([O:12][CH3:13])=[O:11])=[N:3][C:2]=1[Cl:1]. Reactant: [Cl:1][C:2]1[N:3]=[C:4]([C:10]([O:12][CH3:13])=[O:11])[C:5]([CH3:9])=[N+:6]([O-])[CH:7]=1.P(Cl)(Cl)([Cl:16])=O.CN(C=O)C. (2) Reactant: [OH:1][C:2]1[CH:3]=[CH:4][CH:5]=[C:6]2[C:10]=1[NH:9][CH:8]=[CH:7]2.[CH2:11]1[O:13][CH2:12]1.[H-].[Na+].O. Product: [NH:9]1[C:10]2[C:6](=[CH:5][CH:4]=[CH:3][C:2]=2[O:1][CH2:11][CH2:12][OH:13])[CH:7]=[CH:8]1. The catalyst class is: 12. (3) Reactant: F[C:2]1[CH:11]=[C:10]2[C:5]([CH:6]=[CH:7][C:8](=[O:30])[N:9]2[CH2:12][CH2:13][C:14]23[CH2:21][CH2:20][C:17]([NH:22][C:23](=[O:29])[O:24][C:25]([CH3:28])([CH3:27])[CH3:26])([CH2:18][CH2:19]2)[CH2:16][O:15]3)=[N:4][CH:3]=1.[CH3:31][O-:32].[Na+]. Product: [CH3:31][O:32][C:2]1[CH:11]=[C:10]2[C:5]([CH:6]=[CH:7][C:8](=[O:30])[N:9]2[CH2:12][CH2:13][C:14]23[CH2:21][CH2:20][C:17]([NH:22][C:23](=[O:29])[O:24][C:25]([CH3:28])([CH3:27])[CH3:26])([CH2:18][CH2:19]2)[CH2:16][O:15]3)=[N:4][CH:3]=1. The catalyst class is: 5.